This data is from Forward reaction prediction with 1.9M reactions from USPTO patents (1976-2016). The task is: Predict the product of the given reaction. (1) Given the reactants [CH2:1]([C:3]([C:23]1[CH:31]=[CH:30][C:26]([C:27](O)=[O:28])=[C:25]([CH3:32])[CH:24]=1)([C:6]1[CH:11]=[CH:10][C:9]([O:12][CH2:13][C:14]([OH:21])([CH:18]([CH3:20])[CH3:19])[CH:15]([CH3:17])[CH3:16])=[C:8]([CH3:22])[CH:7]=1)[CH2:4][CH3:5])[CH3:2].Cl.[CH3:34][O:35][C:36](=[O:39])[CH2:37][NH2:38], predict the reaction product. The product is: [CH3:34][O:35][C:36](=[O:39])[CH2:37][NH:38][C:27](=[O:28])[C:26]1[CH:30]=[CH:31][C:23]([C:3]([CH2:4][CH3:5])([C:6]2[CH:11]=[CH:10][C:9]([O:12][CH2:13][C:14]([OH:21])([CH:18]([CH3:19])[CH3:20])[CH:15]([CH3:16])[CH3:17])=[C:8]([CH3:22])[CH:7]=2)[CH2:1][CH3:2])=[CH:24][C:25]=1[CH3:32]. (2) Given the reactants [C:1]([C:3]1[C:4]([N:18]2[CH2:22][CH2:21][CH:20]([CH2:23][C:24](O)=[O:25])[CH2:19]2)=[N:5][C:6]([C:14]([F:17])([F:16])[F:15])=[C:7]([C:9]([O:11][CH2:12][CH3:13])=[O:10])[CH:8]=1)#[N:2].[Cl:27][C:28]1[S:32][C:31]([S:33]([NH2:36])(=[O:35])=[O:34])=[CH:30][CH:29]=1, predict the reaction product. The product is: [Cl:27][C:28]1[S:32][C:31]([S:33]([NH:36][C:24](=[O:25])[CH2:23][CH:20]2[CH2:21][CH2:22][N:18]([C:4]3[C:3]([C:1]#[N:2])=[CH:8][C:7]([C:9]([O:11][CH2:12][CH3:13])=[O:10])=[C:6]([C:14]([F:15])([F:16])[F:17])[N:5]=3)[CH2:19]2)(=[O:35])=[O:34])=[CH:30][CH:29]=1. (3) Given the reactants Cl.[NH2:2][C@@H:3]([CH2:8][CH2:9][CH2:10][C:11]([CH3:16])([N+:13]([O-:15])=[O:14])[CH3:12])[C:4]([O:6][CH3:7])=[O:5].O.C(=O)([O-])O.[Na+].[C:23]([O:27][C:28](O[C:28]([O:27][C:23]([CH3:26])([CH3:25])[CH3:24])=[O:29])=[O:29])([CH3:26])([CH3:25])[CH3:24], predict the reaction product. The product is: [C:23]([O:27][C:28]([NH:2][C@@H:3]([CH2:8][CH2:9][CH2:10][C:11]([CH3:16])([N+:13]([O-:15])=[O:14])[CH3:12])[C:4]([O:6][CH3:7])=[O:5])=[O:29])([CH3:26])([CH3:25])[CH3:24]. (4) Given the reactants [B-]1(F)(F)[N+:9]2=[CH:10][CH:11]=[CH:12][C:8]2=[CH:7][C:6]2N1C=[CH:4][CH:5]=2.C=CC1C=CC=CC=1.Br[N:24]=[N+:25]=[N-], predict the reaction product. The product is: [N:9]([CH:10]=[CH:11][C:12]1[CH:4]=[CH:5][CH:6]=[CH:7][CH:8]=1)=[N+:24]=[N-:25].